From a dataset of Forward reaction prediction with 1.9M reactions from USPTO patents (1976-2016). Predict the product of the given reaction. (1) Given the reactants [CH3:1][C:2]1[N:3]([C:11]2[CH:16]=[CH:15][C:14]([OH:17])=[CH:13][CH:12]=2)[C:4]2[C:9]([CH:10]=1)=[CH:8][CH:7]=[CH:6][CH:5]=2.Br[CH2:19][CH2:20][CH2:21][Cl:22].C(=O)([O-])[O-].[K+].[K+], predict the reaction product. The product is: [Cl:22][CH2:21][CH2:20][CH2:19][O:17][C:14]1[CH:15]=[CH:16][C:11]([N:3]2[C:4]3[C:9](=[CH:8][CH:7]=[CH:6][CH:5]=3)[CH:10]=[C:2]2[CH3:1])=[CH:12][CH:13]=1. (2) Given the reactants [I:1][C:2]1[CH:7]=[C:6]([CH3:8])[C:5]([CH3:9])=[CH:4][C:3]=1[OH:10].Cl[C:12]1[C:21]2[C:16](=[CH:17][C:18]([O:24][CH3:25])=[C:19]([O:22][CH3:23])[CH:20]=2)[N:15]=[CH:14][CH:13]=1, predict the reaction product. The product is: [I:1][C:2]1[CH:7]=[C:6]([CH3:8])[C:5]([CH3:9])=[CH:4][C:3]=1[O:10][C:12]1[C:21]2[C:16](=[CH:17][C:18]([O:24][CH3:25])=[C:19]([O:22][CH3:23])[CH:20]=2)[N:15]=[CH:14][CH:13]=1. (3) The product is: [CH3:20][C:21]1[CH:22]=[C:23]([C:33]([N:3]2[CH2:4][C@H:5]3[C@H:1]([CH2:6]3)[C@H:2]2[CH2:7][NH:8][C:9]([C:11]2[N:18]3[C:14]([S:15][CH:16]=[CH:17]3)=[N:13][C:12]=2[CH3:19])=[O:10])=[O:34])[N:24]([C:26]2[CH:31]=[CH:30][C:29]([CH3:32])=[CH:28][CH:27]=2)[N:25]=1. Given the reactants [C@H:1]12[CH2:6][C@H:5]1[CH2:4][NH:3][C@@H:2]2[CH2:7][NH:8][C:9]([C:11]1[N:18]2[C:14]([S:15][CH:16]=[CH:17]2)=[N:13][C:12]=1[CH3:19])=[O:10].[CH3:20][C:21]1[CH:22]=[C:23]([C:33](O)=[O:34])[N:24]([C:26]2[CH:31]=[CH:30][C:29]([CH3:32])=[CH:28][CH:27]=2)[N:25]=1, predict the reaction product. (4) Given the reactants [C:1]1([CH:7]([N:12]2[CH2:17][CH2:16][N:15]([C:18]3[CH:23]=[CH:22][C:21]([NH:24][C:25]([C:27]4[CH:32]=[CH:31][CH:30]=[CH:29][C:28]=4[C:33]4[CH:38]=[CH:37][C:36]([C:39]([F:42])([F:41])[F:40])=[CH:35][CH:34]=4)=[O:26])=[CH:20][CH:19]=3)[CH2:14][CH2:13]2)[C:8]([O:10]C)=[O:9])[CH:6]=[CH:5][CH:4]=[CH:3][CH:2]=1.[ClH:43], predict the reaction product. The product is: [ClH:43].[C:1]1([CH:7]([N:12]2[CH2:17][CH2:16][N:15]([C:18]3[CH:19]=[CH:20][C:21]([NH:24][C:25]([C:27]4[CH:32]=[CH:31][CH:30]=[CH:29][C:28]=4[C:33]4[CH:34]=[CH:35][C:36]([C:39]([F:42])([F:41])[F:40])=[CH:37][CH:38]=4)=[O:26])=[CH:22][CH:23]=3)[CH2:14][CH2:13]2)[C:8]([OH:10])=[O:9])[CH:6]=[CH:5][CH:4]=[CH:3][CH:2]=1.